Predict the reactants needed to synthesize the given product. From a dataset of Full USPTO retrosynthesis dataset with 1.9M reactions from patents (1976-2016). (1) Given the product [CH3:30][N:31]([CH3:32])[C:2]1[N:11]=[C:10]([NH:12][CH2:13][C:14]2[CH:15]=[CH:16][C:17]([NH:20][C:21](=[O:29])[C:22]3[CH:23]=[CH:24][C:25]([F:28])=[CH:26][CH:27]=3)=[CH:18][CH:19]=2)[C:9]2[C:4](=[CH:5][CH:6]=[CH:7][CH:8]=2)[N:3]=1, predict the reactants needed to synthesize it. The reactants are: Cl[C:2]1[N:11]=[C:10]([NH:12][CH2:13][C:14]2[CH:19]=[CH:18][C:17]([NH:20][C:21](=[O:29])[C:22]3[CH:27]=[CH:26][C:25]([F:28])=[CH:24][CH:23]=3)=[CH:16][CH:15]=2)[C:9]2[C:4](=[CH:5][CH:6]=[CH:7][CH:8]=2)[N:3]=1.[CH3:30][NH:31][CH3:32]. (2) The reactants are: [NH2:1][C:2]1[CH:3]=[C:4]([S:10]([NH2:13])(=[O:12])=[O:11])[CH:5]=[CH:6][C:7]=1[O:8][CH3:9].NC1C=C(C=CC=1OC)C#N.CC1C=CC(C(N)=O)=CC=1N[C:36](N)=[S:37]. Given the product [N:1]([C:2]1[CH:3]=[C:4]([S:10]([NH2:13])(=[O:11])=[O:12])[CH:5]=[CH:6][C:7]=1[O:8][CH3:9])=[C:36]=[S:37], predict the reactants needed to synthesize it. (3) Given the product [CH2:1]([N:8]1[C:17]2[C:12](=[CH:13][CH:14]=[CH:15][CH:16]=2)[C:11]([CH3:24])([C:18]2[CH:19]=[CH:20][CH:21]=[CH:22][CH:23]=2)[N:10]([CH3:28])[C:9]1=[O:25])[C:2]1[CH:3]=[CH:4][CH:5]=[CH:6][CH:7]=1, predict the reactants needed to synthesize it. The reactants are: [CH2:1]([N:8]1[C:17]2[C:12](=[CH:13][CH:14]=[CH:15][CH:16]=2)[C:11]([CH3:24])([C:18]2[CH:23]=[CH:22][CH:21]=[CH:20][CH:19]=2)[NH:10][C:9]1=[O:25])[C:2]1[CH:7]=[CH:6][CH:5]=[CH:4][CH:3]=1.[H-].[Na+].[CH3:28]I.[NH4+].[Cl-]. (4) Given the product [CH3:1][C:2]([CH3:36])([CH2:5][C@@:6]1([C:30]2[CH:31]=[CH:32][CH:33]=[CH:34][CH:35]=2)[O:11][C:10](=[O:12])[N:9]([C@H:13]([C:15]2[CH:16]=[CH:17][C:18]([C:38]3[CH:39]=[CH:40][C:41](=[O:44])[NH:42][N:43]=3)=[CH:19][CH:20]=2)[CH3:14])[CH2:8][CH2:7]1)[C:3]#[N:4], predict the reactants needed to synthesize it. The reactants are: [CH3:1][C:2]([CH3:36])([CH2:5][C@@:6]1([C:30]2[CH:35]=[CH:34][CH:33]=[CH:32][CH:31]=2)[O:11][C:10](=[O:12])[N:9]([C@H:13]([C:15]2[CH:20]=[CH:19][C:18](B3OC(C)(C)C(C)(C)O3)=[CH:17][CH:16]=2)[CH3:14])[CH2:8][CH2:7]1)[C:3]#[N:4].Cl[C:38]1[CH:39]=[CH:40][C:41](=[O:44])[NH:42][N:43]=1.C([O-])([O-])=O.[Cs+].[Cs+].